Dataset: Full USPTO retrosynthesis dataset with 1.9M reactions from patents (1976-2016). Task: Predict the reactants needed to synthesize the given product. Given the product [CH:7]([C:6]1[CH:9]=[C:2]([CH:3]=[CH:4][C:5]=1[OH:10])[C:11]#[N:12])=[O:8], predict the reactants needed to synthesize it. The reactants are: Br[C:2]1[CH:9]=[C:6]([CH:7]=[O:8])[C:5]([OH:10])=[CH:4][CH:3]=1.[C:11]([Cu])#[N:12].